Dataset: Retrosynthesis with 50K atom-mapped reactions and 10 reaction types from USPTO. Task: Predict the reactants needed to synthesize the given product. (1) Given the product CC1CCCN1c1cccc(Nc2cc(-c3cccc(OCCN4CCN(C(=O)OC(C)(C)C)CC4)c3)nn3ccnc23)n1, predict the reactants needed to synthesize it. The reactants are: CC(C)(C)OC(=O)N1CCN(CCOS(C)(=O)=O)CC1.CC1CCCN1c1cccc(Nc2cc(-c3cccc(O)c3)nn3ccnc23)n1. (2) Given the product N#Cc1c(O)c2c(cc(Cl)n2-c2ccc(N)cc2)[nH]c1=O, predict the reactants needed to synthesize it. The reactants are: N#Cc1c(O)c2c(cc(Cl)n2-c2ccc(Br)cc2)[nH]c1=O.[NH4+]. (3) Given the product COc1ccc(-c2nc(S(=O)c3ccccc3NC(C)=O)[nH]c2-c2ccc(OC)cc2)cc1, predict the reactants needed to synthesize it. The reactants are: COc1ccc(-c2nc(Sc3ccccc3NC(C)=O)[nH]c2-c2ccc(OC)cc2)cc1.O=C(OO)c1cccc(Cl)c1. (4) The reactants are: COc1cc(N)cc(OC)c1.O=Cc1ccc(F)cc1. Given the product COc1cc(N=Cc2ccc(F)cc2)cc(OC)c1, predict the reactants needed to synthesize it. (5) Given the product C=CCOc1ccc2c(c1)CCC(=O)N2CC=C(C)C, predict the reactants needed to synthesize it. The reactants are: C=CCOc1ccc2c(c1)CCC(=O)N2.CC(C)=CCBr.